The task is: Regression. Given a target protein amino acid sequence and a drug SMILES string, predict the binding affinity score between them. We predict pIC50 (pIC50 = -log10(IC50 in M); higher means more potent). Dataset: bindingdb_ic50.. This data is from Drug-target binding data from BindingDB using IC50 measurements. (1) The drug is COc1ccc(C(OCCN2CCCC(C(=O)O)C2)(c2ccc(F)cc2)c2ccc(F)cc2)cc1. The target protein (P31646) has sequence MDNRVSGTTSNGETKPVCPVMEKVEEDGTLEREQWTNKMEFVLSVAGEIIGLGNVWRFPYLCYKNGGGAFFIPYLIFLFTCGIPVFFLETALGQYTNQGGITAWRKICPIFEGIGYASQMIVSLLNVYYIVVLAWALFYLFSSFTTDLPWGSCSHEWNTENCVEFQKTNNSLNVTSENATSPVIEFWERRVLKISDGIQHLGSLRWELVLCLLLAWIICYFCIWKGVKSTGKVVYFTATFPYLMLVVLLIRGVTLPGAAQGIQFYLYPNITRLWDPQVWMDAGTQIFFSFAICLGCLTALGSYNKYHNNCYRDCVALCILNSSTSFVAGFAIFSILGFMSQEQGVPISEVAESGPGLAFIAYPRAVVMLPFSPLWACCFFFMVVLLGLDSQFVCVESLVTALVDMYPRVFRKKNRREILILIVSVVSFFIGLIMLTEGGMYVFQLFDYYAASGMCLLFVAIFESLCVAWVYGASRFYDNIEDMIGYKPWPLIKYCWLFFT.... The pIC50 is 4.3. (2) The drug is COc1ccc(Cn2cnc3c(NCc4ccccc4)nc(C#N)nc32)cc1. The target protein sequence is MHLMRACITFCIASTAVVAVNAALVAEDAPVLSKAFVDRVNRLNRGIWKAKYDGVMQNITLREAKRLNGVIKKNNNASILPKRRFTEEEARAPLPSSFDSAEAWPNCPTIPQIADQSACGSCWAVAAASAMSDRFCTMGGVQDVHISAGDLLACCSDCGDGCNGGDPDRAWAYFSSTGLVSDYCQPYPFPHCSHHSKSKNGYPPCSQFNFDTPKCNYTCDDPTIPVVNYRSWTSYALQGEDDYMRELFFRGPFEVAFDVYEDFIAYNSGVYHHVSGQYLGGHAVRLVGWGTSNGVPYWKIANSWNTEWGMDGYFLIRRGSSECGIEDGGSAGIPLAPNTA. The pIC50 is 5.0. (3) The small molecule is C[C@]1(Cn2ccnn2)[C@H](C(=O)O)N2C(=O)C[C@H]2S1(=O)=O. The target protein sequence is MSLNVKPSRIAILFSSCLVSISFFSQANTKGIDEIKDLETDFNGRIGVYALDTGSGKSFSYKANERFPLCSSFKGFLAAAVLKGSQDNQLNLNQIVNYNTRSLEFHSPITTKYKDNGMSLGDMAAAALQYSDNGATNIILERYIGGPEGMTKFMRSIGDKDFRLDRWELDLNTAIPGDERDTSTPAAVAKSLKTLALGNILNEREKETYQTWLKGNTTGAARIRASVPSDWVVGDKTGSCGAYGTANDYAVVWPKNRAPLIISVYTTKNEKEAKHEDKVIAEASRIAIDNLK. The pIC50 is 7.5. (4) The drug is Nc1cccc2c1CN(C1CCC(=O)NC1=O)C2=O. The target protein (P04141) has sequence MWLQSLLLLGTVACSISAPARSPSPSTQPWEHVNAIQEARRLLNLSRDTAAEMNETVEVISEMFDLQEPTCLQTRLELYKQGLRGSLTKLKGPLTMMASHYKQHCPPTPETSCATQIITFESFKENLKDFLLVIPFDCWEPVQE. The pIC50 is 5.0. (5) The drug is CC(=O)N[C@H]1CS(=O)(=O)[C@@H]2[C@@H](C(=O)O)C[C@@H](N)[C@@H]21. The target protein sequence is MNPNQKIITIGSISIAIGIISLMLQIGNIISIWASHSIQTGSQNNTGICNQRIITYENSTWVNHTYVNINNTNVVAGEDKTSVTLAGNSSLCSISGWAIYTKDNSIRIGSKGDVFVIREPFISCSHLECRTFFLTQGALLNDKHSNGTVKDRSPYRALMSCPLGEAPSPYNSKFESVAWSASACHDGMGWLTIGISGPDNGAVAVLKYNGIITGTIKSWKKQILRTQESECVCMNGSCFTIMTDGPSNKAASYKIFKIEKGKVTKSIELNAPNFHYEECSCYPDTGIVMCVCRDNWHGSNRPWVSFNQNLDYQIGYICSGVFGDNPRPEDGEGSCNPVTVDGANGVKGFSYKYDNGVWIGRTKSNRLRKGFEMIWDPNGWTNTDSDFSVKQDVVAITDWSGYSGSFVQHPELTGLDCIRPCFWVELVRGLPRENTTIWTSGSSISFCGVNSDTANWSWPDGAELPFTIDK. The pIC50 is 4.0. (6) The drug is COc1cc(Cc2cnc(N)nc2N)cc(OC)c1OC. The target protein sequence is MSKVPVVGIVAALLPEMGIGFQGNLPWRLAKEMKYFREVTTLTNDNSKQNVVIMGRKTWESIPQKFRPLPKRINVVVSRSFDGELRKVEDGIYHSNSLRNCLTALQSSLANENKIERIYIIGGGEIYRQSMDLADHWLITKIMPLPETTIPQMDTFLQKQELEQRFYDNSDKLVDFLPSSIQLEGRLTSQEWNGELVKGLPVQEKGYQFYFTLYTKK. The pIC50 is 5.1.